This data is from Catalyst prediction with 721,799 reactions and 888 catalyst types from USPTO. The task is: Predict which catalyst facilitates the given reaction. Reactant: [C:1]([O:9][CH2:10][CH3:11])(=[O:8])[CH2:2][C:3]([O:5][CH2:6][CH3:7])=[O:4].[H-].[Na+].[H][H].Br[CH2:17][C:18]([O:23][CH3:24])([O:21][CH3:22])[CH2:19]Br.[Cl-].[NH4+]. Product: [CH2:10]([O:9][C:1]([C:2]1([C:3]([O:5][CH2:6][CH3:7])=[O:4])[CH2:19][C:18]([O:23][CH3:24])([O:21][CH3:22])[CH2:17]1)=[O:8])[CH3:11]. The catalyst class is: 9.